Dataset: Catalyst prediction with 721,799 reactions and 888 catalyst types from USPTO. Task: Predict which catalyst facilitates the given reaction. (1) Reactant: [CH:1]1([CH2:4][N:5]2[C:9]3[CH:10]=[CH:11][C:12]([C:14]#[N:15])=[CH:13][C:8]=3[N:7]=[C:6]2[CH2:16][C:17]2[CH:22]=[CH:21][C:20]([OH:23])=[CH:19][N:18]=2)[CH2:3][CH2:2]1.CO[Na].CO.[CH2:29](I)[CH3:30]. Product: [CH:1]1([CH2:4][N:5]2[C:9]3[CH:10]=[CH:11][C:12]([C:14]#[N:15])=[CH:13][C:8]=3[N:7]=[C:6]2[CH2:16][C:17]2[CH:22]=[CH:21][C:20]([O:23][CH2:29][CH3:30])=[CH:19][N:18]=2)[CH2:3][CH2:2]1. The catalyst class is: 58. (2) Reactant: [CH3:1][O:2][C:3]1[CH:8]=[CH:7][CH:6]=[CH:5][C:4]=1[O:9][C:10](=[CH2:15])[C:11]([O:13]C)=[O:12].O.[OH-].[Li+]. Product: [CH3:1][O:2][C:3]1[CH:8]=[CH:7][CH:6]=[CH:5][C:4]=1[O:9][C:10](=[CH2:15])[C:11]([OH:13])=[O:12]. The catalyst class is: 30. (3) Reactant: [H-].[Na+].[CH2:3]([C:7]1[CH:8]=[C:9]([NH:24][C:25]([C:27]2[C:32]([CH3:33])=[N:31][CH:30]=[CH:29][N:28]=2)=[O:26])[CH:10]=[CH:11][C:12]=1[C:13]([O:22][CH3:23])([C:18]([F:21])([F:20])[F:19])[C:14]([F:17])([F:16])[F:15])[CH:4]([CH3:6])[CH3:5].[C:34](Cl)(=[O:36])[CH3:35].Cl. Product: [C:34]([N:24]([C:9]1[CH:10]=[CH:11][C:12]([C:13]([O:22][CH3:23])([C:18]([F:20])([F:21])[F:19])[C:14]([F:17])([F:16])[F:15])=[C:7]([CH2:3][CH:4]([CH3:6])[CH3:5])[CH:8]=1)[C:25]([C:27]1[C:32]([CH3:33])=[N:31][CH:30]=[CH:29][N:28]=1)=[O:26])(=[O:36])[CH3:35]. The catalyst class is: 1.